This data is from Catalyst prediction with 721,799 reactions and 888 catalyst types from USPTO. The task is: Predict which catalyst facilitates the given reaction. (1) Reactant: Cl[C:2]1[C:3]2[N:4]([C:8]([CH:11]3[CH2:16][CH2:15][O:14][CH2:13][CH2:12]3)=[N:9][CH:10]=2)[CH:5]=[CH:6][N:7]=1.[C:17](=O)([O-])[O-].[K+].[K+].CB1OB(C)OB(C)O1.ClCCl. Product: [CH3:17][C:2]1[C:3]2[N:4]([C:8]([CH:11]3[CH2:16][CH2:15][O:14][CH2:13][CH2:12]3)=[N:9][CH:10]=2)[CH:5]=[CH:6][N:7]=1. The catalyst class is: 12. (2) Reactant: [F:1][C:2]1[CH:7]=[C:6]([F:8])[CH:5]=[CH:4][C:3]=1[N:9]1[C:17](=[O:18])[C:16]2[C@@H:15]3[C:19]([CH3:21])([CH3:20])[C@@:12]([CH3:22])([CH2:13][CH2:14]3)[C:11]=2[NH:10]1.Br[CH2:24][CH2:25][C:26]([F:29])([F:28])[F:27].[I-].ClCCl. Product: [F:1][C:2]1[CH:7]=[C:6]([F:8])[CH:5]=[CH:4][C:3]=1[N:9]1[C:17](=[O:18])[C:16]2[C@@H:15]3[C:19]([CH3:21])([CH3:20])[C@@:12]([CH3:22])([CH2:13][CH2:14]3)[C:11]=2[N:10]1[CH2:24][CH2:25][C:26]([F:29])([F:28])[F:27]. The catalyst class is: 711. (3) Reactant: Br[C:2]1[CH:11]=[C:10]2[C:5]([N:6]=[CH:7][C:8]([N:12]3[CH2:17][CH2:16][N:15]([S:18]([C:21]4[CH:26]=[CH:25][CH:24]=[CH:23][C:22]=4[O:27][CH3:28])(=[O:20])=[O:19])[CH2:14][CH2:13]3)=[N:9]2)=[CH:4][CH:3]=1.B1(B2OC(C)(C)C(C)(C)O2)OC(C)(C)C(C)(C)O1.C([O-])(=O)C.[K+].[Br-].Br[C:54]1[CH:55]=[C:56]([NH:60][S:61]([CH:64]2[CH2:66][CH2:65]2)(=[O:63])=[O:62])[CH:57]=[N:58][CH:59]=1.C(=O)([O-])[O-].[K+].[K+]. Product: [CH3:28][O:27][C:22]1[CH:23]=[CH:24][CH:25]=[CH:26][C:21]=1[S:18]([N:15]1[CH2:14][CH2:13][N:12]([C:8]2[CH:7]=[N:6][C:5]3[C:10]([N:9]=2)=[CH:11][C:2]([C:54]2[CH:55]=[C:56]([NH:60][S:61]([CH:64]4[CH2:66][CH2:65]4)(=[O:62])=[O:63])[CH:57]=[N:58][CH:59]=2)=[CH:3][CH:4]=3)[CH2:17][CH2:16]1)(=[O:19])=[O:20]. The catalyst class is: 12.